From a dataset of Peptide-MHC class I binding affinity with 185,985 pairs from IEDB/IMGT. Regression. Given a peptide amino acid sequence and an MHC pseudo amino acid sequence, predict their binding affinity value. This is MHC class I binding data. (1) The peptide sequence is ETWVETWAF. The MHC is HLA-A26:03 with pseudo-sequence HLA-A26:03. The binding affinity (normalized) is 0.451. (2) The peptide sequence is DAAASSLLY. The MHC is HLA-A02:06 with pseudo-sequence HLA-A02:06. The binding affinity (normalized) is 0.149. (3) The MHC is HLA-A02:19 with pseudo-sequence HLA-A02:19. The binding affinity (normalized) is 0.0847. The peptide sequence is FLRKNQRAL. (4) The peptide sequence is KYFDDVTAF. The MHC is HLA-B57:01 with pseudo-sequence HLA-B57:01. The binding affinity (normalized) is 0.0847.